This data is from NCI-60 drug combinations with 297,098 pairs across 59 cell lines. The task is: Regression. Given two drug SMILES strings and cell line genomic features, predict the synergy score measuring deviation from expected non-interaction effect. (1) Drug 1: CC1=CC=C(C=C1)C2=CC(=NN2C3=CC=C(C=C3)S(=O)(=O)N)C(F)(F)F. Drug 2: C1CC(=O)NC(=O)C1N2C(=O)C3=CC=CC=C3C2=O. Cell line: NCIH23. Synergy scores: CSS=0.705, Synergy_ZIP=1.26, Synergy_Bliss=3.60, Synergy_Loewe=0.110, Synergy_HSA=-0.131. (2) Drug 1: C1=CC(=CC=C1CCC2=CNC3=C2C(=O)NC(=N3)N)C(=O)NC(CCC(=O)O)C(=O)O. Drug 2: C1CNP(=O)(OC1)N(CCCl)CCCl. Cell line: SK-MEL-5. Synergy scores: CSS=10.2, Synergy_ZIP=-1.04, Synergy_Bliss=0.677, Synergy_Loewe=-3.67, Synergy_HSA=2.08. (3) Drug 1: C1CN1P(=S)(N2CC2)N3CC3. Drug 2: CC1CCC2CC(C(=CC=CC=CC(CC(C(=O)C(C(C(=CC(C(=O)CC(OC(=O)C3CCCCN3C(=O)C(=O)C1(O2)O)C(C)CC4CCC(C(C4)OC)OCCO)C)C)O)OC)C)C)C)OC. Cell line: 786-0. Synergy scores: CSS=11.4, Synergy_ZIP=-3.52, Synergy_Bliss=1.88, Synergy_Loewe=-0.347, Synergy_HSA=-0.00939. (4) Drug 1: C1C(C(OC1N2C=NC3=C(N=C(N=C32)Cl)N)CO)O. Drug 2: C1=NC2=C(N1)C(=S)N=CN2. Cell line: CAKI-1. Synergy scores: CSS=40.6, Synergy_ZIP=-5.92, Synergy_Bliss=-6.70, Synergy_Loewe=-6.55, Synergy_HSA=-2.42. (5) Drug 1: COC1=C2C(=CC3=C1OC=C3)C=CC(=O)O2. Drug 2: C1CNP(=O)(OC1)N(CCCl)CCCl. Cell line: COLO 205. Synergy scores: CSS=-0.453, Synergy_ZIP=-0.773, Synergy_Bliss=-2.14, Synergy_Loewe=-0.625, Synergy_HSA=-2.02. (6) Drug 1: CC(C)(C#N)C1=CC(=CC(=C1)CN2C=NC=N2)C(C)(C)C#N. Drug 2: CC1=C(C(=O)C2=C(C1=O)N3CC4C(C3(C2COC(=O)N)OC)N4)N. Cell line: RPMI-8226. Synergy scores: CSS=32.1, Synergy_ZIP=-1.19, Synergy_Bliss=-0.772, Synergy_Loewe=-2.65, Synergy_HSA=2.29. (7) Drug 1: C1C(C(OC1N2C=NC3=C(N=C(N=C32)Cl)N)CO)O. Drug 2: CCN(CC)CCCC(C)NC1=C2C=C(C=CC2=NC3=C1C=CC(=C3)Cl)OC. Cell line: RXF 393. Synergy scores: CSS=10.6, Synergy_ZIP=-3.03, Synergy_Bliss=2.30, Synergy_Loewe=-0.269, Synergy_HSA=1.63. (8) Drug 1: C1=NC2=C(N1)C(=S)N=CN2. Drug 2: CCN(CC)CCCC(C)NC1=C2C=C(C=CC2=NC3=C1C=CC(=C3)Cl)OC. Cell line: 786-0. Synergy scores: CSS=30.0, Synergy_ZIP=-5.70, Synergy_Bliss=-1.03, Synergy_Loewe=-13.7, Synergy_HSA=-3.27. (9) Drug 1: CC1=CC2C(CCC3(C2CCC3(C(=O)C)OC(=O)C)C)C4(C1=CC(=O)CC4)C. Drug 2: C1=C(C(=O)NC(=O)N1)N(CCCl)CCCl. Cell line: HCC-2998. Synergy scores: CSS=5.05, Synergy_ZIP=-1.57, Synergy_Bliss=-2.33, Synergy_Loewe=-11.1, Synergy_HSA=-5.04.